From a dataset of Experimentally validated miRNA-target interactions with 360,000+ pairs, plus equal number of negative samples. Binary Classification. Given a miRNA mature sequence and a target amino acid sequence, predict their likelihood of interaction. (1) The miRNA is hsa-miR-3714 with sequence GAAGGCAGCAGUGCUCCCCUGU. The protein sequence of the target gene is MERMLPLLALGLLAAGFCPAVLCHPNSPLDEENLTQENQDRGTHVDLGLASANVDFAFSLYKQLVLKAPDKNVIFSPLSISTALAFLSLGAHNTTLTEILKGLKFNLTETSEAEIHQSFQHLLRTLNQSSDELQLSMGNAMFVKEQLSLLDRFTEDAKRLYGSEAFATDFQDSAAAKKLINDYVKNGTRGKITDLIKDLDSQTMMVLVNYIFFKAKWEMPFDPQDTHQSRFYLSKKKWVMVPMMSLHHLTIPYFRDEELSCTVVELKYTGNASALFILPDQDKMEEVEAMLLPETLKRWR.... Result: 0 (no interaction). (2) The miRNA is hsa-miR-1913 with sequence UCUGCCCCCUCCGCUGCUGCCA. The protein sequence of the target gene is MDTESQYSGYSYKSGHSRSSRKHRDRRDRHRSKSRDGGRGDKSVTIQAPGEPLLDNESTRGDERDDNWGETTTVVTGTSEHSISHDDLTRIAKDMEDSVPLDCSRHLGVAAGATLALLSFLTPLAFLLLPPLLWREELEPCGTACEGLFISVAFKLLILLLGSWALFFRRPKASLPRVFVLRALLMVLVFLLVVSYWLFYGVRILDARERSYQGVVQFAVSLVDALLFVHYLAVVLLELRQLQPQFTLKVVRSTDGASRFYNVGHLSIQRVAVWILEKYYHDFPVYNPALLNLPKSVLAK.... Result: 0 (no interaction).